Dataset: Forward reaction prediction with 1.9M reactions from USPTO patents (1976-2016). Task: Predict the product of the given reaction. (1) Given the reactants [C:1]1(=[N:13]O)[CH2:12][CH2:11][CH2:10][CH2:9][CH2:8][CH2:7][CH2:6][CH2:5][CH2:4][CH2:3][CH2:2]1.N1C(Cl)=NC(Cl)=NC=1Cl.[OH2:24].[OH-].[Na+], predict the reaction product. The product is: [C:1]1(=[O:24])[NH:13][CH2:2][CH2:3][CH2:4][CH2:5][CH2:6][CH2:7][CH2:8][CH2:9][CH2:10][CH2:11][CH2:12]1. (2) Given the reactants [N:1]([CH2:4][C@@H:5]1[CH2:9][C@@H:8]([O:10][C:11]2[CH:16]=[N:15][C:14]([CH:17]3[CH2:19][CH2:18]3)=[CH:13][N:12]=2)[CH2:7][N:6]1C(OC(C)(C)C)=O)=[N+:2]=[N-:3].Cl, predict the reaction product. The product is: [N:1]([CH2:4][C@H:5]1[NH:6][CH2:7][C@H:8]([O:10][C:11]2[CH:16]=[N:15][C:14]([CH:17]3[CH2:18][CH2:19]3)=[CH:13][N:12]=2)[CH2:9]1)=[N+:2]=[N-:3]. (3) The product is: [NH2:12][CH2:11][C@@H:10]([NH:9][C:7]([C:5]1[S:6][C:2]([Cl:1])=[C:3]([C:34]2[N:38]([CH3:39])[N:37]=[CH:36][C:35]=2[CH3:40])[CH:4]=1)=[O:8])[CH2:23][C:24]1[CH:29]=[CH:28][CH:27]=[CH:26][C:25]=1[C:30]([F:33])([F:32])[F:31]. Given the reactants [Cl:1][C:2]1[S:6][C:5]([C:7]([NH:9][C@@H:10]([CH2:23][C:24]2[CH:29]=[CH:28][CH:27]=[CH:26][C:25]=2[C:30]([F:33])([F:32])[F:31])[CH2:11][N:12]2C(=O)C3C(=CC=CC=3)C2=O)=[O:8])=[CH:4][C:3]=1[C:34]1[N:38]([CH3:39])[N:37]=[CH:36][C:35]=1[CH3:40].NN, predict the reaction product. (4) Given the reactants C(OC(=O)[N:7]([C@@H:19]1[C@@H:24]([OH:25])[C@H:23]([CH2:26][C:27]2[CH:32]=[CH:31][C:30]([NH2:33])=[C:29]([O:34][CH2:35][CH2:36][CH3:37])[CH:28]=2)[CH2:22][S:21](=[O:39])(=[O:38])[CH2:20]1)[CH2:8][C:9]1[CH:14]=[CH:13][CH:12]=[C:11]([C:15]([CH3:18])([CH3:17])[CH3:16])[CH:10]=1)(C)(C)C.C(Cl)[Cl:42].CO, predict the reaction product. The product is: [ClH:42].[NH2:33][C:30]1[CH:31]=[CH:32][C:27]([CH2:26][C@H:23]2[C@H:24]([OH:25])[C@@H:19]([NH:7][CH2:8][C:9]3[CH:14]=[CH:13][CH:12]=[C:11]([C:15]([CH3:18])([CH3:17])[CH3:16])[CH:10]=3)[CH2:20][S:21](=[O:38])(=[O:39])[CH2:22]2)=[CH:28][C:29]=1[O:34][CH2:35][CH2:36][CH3:37]. (5) Given the reactants C[O:2][C:3]1[CH:4]=[C:5]([CH2:20][C:21]([F:24])([F:23])[F:22])[C:6]2[O:10][C:9]([C:11]3[CH:16]=[CH:15][C:14]([O:17]C)=[CH:13][CH:12]=3)=[CH:8][C:7]=2[CH:19]=1.Cl.N1C=CC=CC=1, predict the reaction product. The product is: [OH:17][C:14]1[CH:15]=[CH:16][C:11]([C:9]2[O:10][C:6]3[C:5]([CH2:20][C:21]([F:24])([F:22])[F:23])=[CH:4][C:3]([OH:2])=[CH:19][C:7]=3[CH:8]=2)=[CH:12][CH:13]=1. (6) The product is: [NH:18]1[C:19]2[C:24](=[CH:23][CH:22]=[CH:21][CH:20]=2)[C:16]([C:14]2[NH:13][C:10]3[C:9]([N:15]=2)=[CH:8][C:7]2[C:6]([CH3:25])([CH3:26])[C:5](=[O:27])[N:4]([CH2:3][CH2:2][NH:1][C:28](=[O:30])[CH3:29])[C:12]=2[CH:11]=3)=[N:17]1. Given the reactants [NH2:1][CH2:2][CH2:3][N:4]1[C:12]2[CH:11]=[C:10]3[NH:13][C:14]([C:16]4[C:24]5[C:19](=[CH:20][CH:21]=[CH:22][CH:23]=5)[NH:18][N:17]=4)=[N:15][C:9]3=[CH:8][C:7]=2[C:6]([CH3:26])([CH3:25])[C:5]1=[O:27].[C:28](OC(=O)C)(=[O:30])[CH3:29].O, predict the reaction product.